From a dataset of Catalyst prediction with 721,799 reactions and 888 catalyst types from USPTO. Predict which catalyst facilitates the given reaction. Reactant: [Br:1][C:2]1[CH:7]=[CH:6][C:5]([C:8]2O[C:10]3[CH:16]=[CH:15][CH:14]=[CH:13][C:11]=3[N:12]=2)=[CH:4][CH:3]=1.P(Cl)(Cl)(Cl)=O. Product: [Br:1][C:2]1[CH:7]=[CH:6][C:5]([C:8]2[N:12]([C:11]3[CH:13]=[CH:14][CH:15]=[CH:16][CH:10]=3)[C:10]3[CH:16]=[CH:15][CH:14]=[CH:13][C:11]=3[N:12]=2)=[CH:4][CH:3]=1. The catalyst class is: 12.